This data is from Forward reaction prediction with 1.9M reactions from USPTO patents (1976-2016). The task is: Predict the product of the given reaction. (1) Given the reactants [NH2:1][C:2]1[N:7]=[CH:6][N:5]=[C:4]2[N:8]([CH:32]3[CH2:37][CH2:36][NH:35][CH2:34][CH2:33]3)[N:9]=[C:10]([C:11]3[CH:16]=[CH:15][C:14]([NH:17][C:18]([C:20]4[N:21]([CH3:29])[C:22]5[C:27]([CH:28]=4)=[CH:26][CH:25]=[CH:24][CH:23]=5)=[O:19])=[C:13]([O:30][CH3:31])[CH:12]=3)[C:3]=12.Br[CH2:39][CH2:40][F:41].C(=O)([O-])[O-].[K+].[K+].[I-].[Na+], predict the reaction product. The product is: [NH2:1][C:2]1[N:7]=[CH:6][N:5]=[C:4]2[N:8]([CH:32]3[CH2:37][CH2:36][N:35]([CH2:39][CH2:40][F:41])[CH2:34][CH2:33]3)[N:9]=[C:10]([C:11]3[CH:16]=[CH:15][C:14]([NH:17][C:18]([C:20]4[N:21]([CH3:29])[C:22]5[C:27]([CH:28]=4)=[CH:26][CH:25]=[CH:24][CH:23]=5)=[O:19])=[C:13]([O:30][CH3:31])[CH:12]=3)[C:3]=12. (2) Given the reactants Cl[C:2]1[CH:7]=[CH:6][N:5]=[C:4]([NH:8][CH:9]2[CH2:14][C:13]([CH3:16])([CH3:15])[NH:12][C:11]([CH3:18])([CH3:17])[CH2:10]2)[N:3]=1.CC1(C)C(C)(C)OB([C:27]2[CH:32]=[CH:31][C:30]([CH2:33][C:34](=[O:36])[CH3:35])=[CH:29][CH:28]=2)O1, predict the reaction product. The product is: [CH3:15][C:13]1([CH3:16])[CH2:14][CH:9]([NH:8][C:4]2[N:3]=[C:2]([C:27]3[CH:32]=[CH:31][C:30]([CH2:33][C:34](=[O:36])[CH3:35])=[CH:29][CH:28]=3)[CH:7]=[CH:6][N:5]=2)[CH2:10][C:11]([CH3:18])([CH3:17])[NH:12]1. (3) Given the reactants [CH:1]1([S:4]([NH:7][C:8]([C:10]2([NH:15][C:16]([CH:18]3[CH2:22][CH:21]([O:23][C:24]4[CH:29]=[CH:28][N:27]=[C:26](Cl)[N:25]=4)[CH2:20][CH:19]3[C:31]([N:33]([CH2:35][CH2:36][CH2:37][CH2:38][CH:39]=[CH2:40])[CH3:34])=[O:32])=[O:17])[CH2:12][CH:11]2C=C)=[O:9])(=[O:6])=[O:5])[CH2:3][CH2:2]1.[NH:41]1[CH2:46][CH2:45][O:44][CH2:43][CH2:42]1, predict the reaction product. The product is: [CH3:34][N:33]1[C:31](=[O:32])[CH:19]2[CH:18]([CH2:22][CH:21]([O:23][C:24]3[CH:29]=[CH:28][N:27]=[C:26]([N:41]4[CH2:46][CH2:45][O:44][CH2:43][CH2:42]4)[N:25]=3)[CH2:20]2)[C:16](=[O:17])[NH:15][C:10]2([C:8]([NH:7][S:4]([CH:1]3[CH2:3][CH2:2]3)(=[O:6])=[O:5])=[O:9])[CH:11]([CH2:12]2)[CH:40]=[CH:39][CH2:38][CH2:37][CH2:36][CH2:35]1. (4) Given the reactants [H-].[Na+].[CH3:3][O:4][C:5]1[CH:10]=[CH:9][C:8]([N+:11]([O-:13])=[O:12])=[CH:7][C:6]=1[NH:14][C:15](=[O:21])[O:16][C:17]([CH3:20])([CH3:19])[CH3:18].[CH3:22]I, predict the reaction product. The product is: [CH3:3][O:4][C:5]1[CH:10]=[CH:9][C:8]([N+:11]([O-:13])=[O:12])=[CH:7][C:6]=1[N:14]([CH3:22])[C:15](=[O:21])[O:16][C:17]([CH3:18])([CH3:20])[CH3:19].